This data is from Forward reaction prediction with 1.9M reactions from USPTO patents (1976-2016). The task is: Predict the product of the given reaction. Given the reactants Br[C:2]1[N:6]2[CH:7]=[CH:8][C:9]([C:11]([F:14])([F:13])[F:12])=[N:10][C:5]2=[N:4][CH:3]=1.[F:15][C:16]1[C:21]([C:22]2[CH:23]=[N:24][CH:25]=[CH:26][CH:27]=2)=[CH:20][CH:19]=[CH:18][C:17]=1B(O)O, predict the reaction product. The product is: [F:15][C:16]1[C:21]([C:22]2[CH:23]=[N:24][CH:25]=[CH:26][CH:27]=2)=[CH:20][CH:19]=[CH:18][C:17]=1[C:2]1[N:6]2[CH:7]=[CH:8][C:9]([C:11]([F:14])([F:13])[F:12])=[N:10][C:5]2=[N:4][CH:3]=1.